From a dataset of Reaction yield outcomes from USPTO patents with 853,638 reactions. Predict the reaction yield, written as a fraction of the theoretical maximum amount of product (1.0 means a 100% yield; for example, 0.34 means a 34% yield). The reactants are CS(C)=O.[CH3:5][O:6][C:7]1[CH:16]=[C:15]2[C:10]([C:11](Cl)=[CH:12][CH:13]=[N:14]2)=[CH:9][C:8]=1[C:18]([NH2:20])=[O:19].[Cl:21][C:22]1[CH:27]=[C:26]([OH:28])[CH:25]=[CH:24][C:23]=1[NH:29][C:30]([NH:32][CH:33]1[CH2:35][CH2:34]1)=[O:31].C(=O)([O-])[O-].[Cs+].[Cs+]. The catalyst is O. The product is [Cl:21][C:22]1[CH:27]=[C:26]([CH:25]=[CH:24][C:23]=1[NH:29][C:30]([NH:32][CH:33]1[CH2:34][CH2:35]1)=[O:31])[O:28][C:11]1[C:10]2[C:15](=[CH:16][C:7]([O:6][CH3:5])=[C:8]([C:18]([NH2:20])=[O:19])[CH:9]=2)[N:14]=[CH:13][CH:12]=1. The yield is 0.880.